Dataset: Forward reaction prediction with 1.9M reactions from USPTO patents (1976-2016). Task: Predict the product of the given reaction. (1) Given the reactants [CH3:1][O:2][C:3]1[N:8]=[C:7]2[NH:9][N:10]=[CH:11][C:6]2=[CH:5][C:4]=1[NH:12][C:13]1[C:14]2[C:21]3[CH2:22][CH2:23][C@H:24]([C:26](O)=[O:27])[CH2:25][C:20]=3[S:19][C:15]=2[N:16]=[CH:17][N:18]=1.[CH3:29][NH:30][CH2:31][CH2:32][CH2:33][CH3:34], predict the reaction product. The product is: [CH2:31]([N:30]([CH3:29])[C:26]([C@H:24]1[CH2:23][CH2:22][C:21]2[C:14]3[C:13]([NH:12][C:4]4[CH:5]=[C:6]5[CH:11]=[N:10][NH:9][C:7]5=[N:8][C:3]=4[O:2][CH3:1])=[N:18][CH:17]=[N:16][C:15]=3[S:19][C:20]=2[CH2:25]1)=[O:27])[CH2:32][CH2:33][CH3:34]. (2) Given the reactants CN(C)CCOC1C=[CH:10][C:9]([NH:12][C:13]2[CH:21]=[CH:20][CH:19]=[C:18]3[C:14]=2[C:15](=[O:31])[N:16]([CH:23]2[CH2:28][CH2:27][C:26](=[O:29])[NH:25][C:24]2=[O:30])[C:17]3=[O:22])=[C:8](OC)[CH:7]=1.[ClH:35].[OH2:36].C[CH2:38][O:39][CH2:40][CH3:41], predict the reaction product. The product is: [ClH:35].[CH3:17][N:16]([CH3:23])[CH2:15][CH2:14][O:36][C:10]1[CH:41]=[C:40]([O:39][CH3:38])[CH:7]=[CH:8][C:9]=1[NH:12][C:13]1[CH:21]=[CH:20][CH:19]=[C:18]2[C:14]=1[C:15](=[O:31])[N:16]([CH:23]1[CH2:28][CH2:27][C:26](=[O:29])[NH:25][C:24]1=[O:30])[C:17]2=[O:22]. (3) Given the reactants [NH2:1][C@H:2]([C:4]1[N:9]=[C:8]2[CH:10]=[CH:11][N:12]([CH3:13])[C:7]2=[CH:6][C:5]=1[N:14]([CH3:26])[CH:15]1[CH2:18][N:17]([C:19]([O:21][C:22]([CH3:25])([CH3:24])[CH3:23])=[O:20])[CH2:16]1)[CH3:3].[NH2:27][C:28]1[N:33]=[C:32](Cl)[C:31]([C:35]#[N:36])=[C:30]([CH3:37])[N:29]=1.C(N(CC)CC)C, predict the reaction product. The product is: [NH2:27][C:28]1[N:33]=[C:32]([NH:1][C@H:2]([C:4]2[N:9]=[C:8]3[CH:10]=[CH:11][N:12]([CH3:13])[C:7]3=[CH:6][C:5]=2[N:14]([CH3:26])[CH:15]2[CH2:18][N:17]([C:19]([O:21][C:22]([CH3:25])([CH3:24])[CH3:23])=[O:20])[CH2:16]2)[CH3:3])[C:31]([C:35]#[N:36])=[C:30]([CH3:37])[N:29]=1. (4) Given the reactants [Cl:1][C:2]1[N:7]=[C:6]([N:8]([CH3:28])[C:9]2[CH:27]=[CH:26][C:12]3[N:13]([CH3:25])[C:14]([NH:16][CH2:17][C:18]4[CH:23]=[CH:22][C:21]([F:24])=[CH:20][CH:19]=4)=[N:15][C:11]=3[CH:10]=2)[CH:5]=[CH:4][N:3]=1.[NH2:29][C:30]1[CH:35]=[CH:34][C:33]([CH2:36][S:37]([NH2:40])(=[O:39])=[O:38])=[CH:32][CH:31]=1, predict the reaction product. The product is: [ClH:1].[F:24][C:21]1[CH:22]=[CH:23][C:18]([CH2:17][NH:16][C:14]2[N:13]([CH3:25])[C:12]3[CH:26]=[CH:27][C:9]([N:8]([CH3:28])[C:6]4[CH:5]=[CH:4][N:3]=[C:2]([NH:29][C:30]5[CH:35]=[CH:34][C:33]([CH2:36][S:37]([NH2:40])(=[O:38])=[O:39])=[CH:32][CH:31]=5)[N:7]=4)=[CH:10][C:11]=3[N:15]=2)=[CH:19][CH:20]=1. (5) Given the reactants [Cl:1][C:2]1[CH:7]=[CH:6][C:5](/[CH:8]=[CH:9]/[S:10]([O-:12])=[O:11])=[CH:4][CH:3]=1.[Na+].Br[CH2:15][CH2:16][CH2:17][C:18]([O:20][CH2:21][CH3:22])=[O:19].C(OCC)(=O)C, predict the reaction product. The product is: [Cl:1][C:2]1[CH:3]=[CH:4][C:5](/[CH:8]=[CH:9]/[S:10]([CH2:15][CH2:16][CH2:17][C:18]([O:20][CH2:21][CH3:22])=[O:19])(=[O:12])=[O:11])=[CH:6][CH:7]=1. (6) Given the reactants [CH2:1]([O:8][C:9]1[C:14]([F:15])=[CH:13][C:12]([CH2:16][OH:17])=[CH:11][C:10]=1[F:18])[C:2]1[CH:7]=[CH:6][CH:5]=[CH:4][CH:3]=1.[H-].[Na+].Br[CH2:22][C:23]([O:25][CH2:26][CH3:27])=[O:24], predict the reaction product. The product is: [CH2:1]([O:8][C:9]1[C:10]([F:18])=[CH:11][C:12]([CH2:16][O:17][CH2:22][C:23]([O:25][CH2:26][CH3:27])=[O:24])=[CH:13][C:14]=1[F:15])[C:2]1[CH:3]=[CH:4][CH:5]=[CH:6][CH:7]=1. (7) Given the reactants [Cl:1][C:2]1[CH:3]=[C:4]([NH:20][C:21]2[N:25]=[C:24]([NH2:26])[NH:23][N:22]=2)[CH:5]=[C:6]([Cl:19])[C:7]=1[S:8][C:9]1[CH:14]=[CH:13][C:12]([C:15]([F:18])([F:17])[F:16])=[CH:11][CH:10]=1.CO.[OH:29]OS([O-])=O.[K+], predict the reaction product. The product is: [Cl:19][C:6]1[CH:5]=[C:4]([NH:20][C:21]2[N:25]=[C:24]([NH2:26])[NH:23][N:22]=2)[CH:3]=[C:2]([Cl:1])[C:7]=1[S:8]([C:9]1[CH:10]=[CH:11][C:12]([C:15]([F:18])([F:16])[F:17])=[CH:13][CH:14]=1)=[O:29]. (8) Given the reactants [NH2:1][C:2]1[C:16]2[C:15](=[O:17])[C:14]([C:18]([OH:20])=[O:19])=[CH:13][N:7]3[C@@H:8]([CH2:11][F:12])[CH2:9][O:10][C:5]([C:6]=23)=[C:4](F)[C:3]=1[F:22].[N:23]1[CH:28]=[CH:27][CH:26]=[CH:25][C:24]=1[NH:29][CH2:30][CH2:31][NH2:32].C(N(CC)CC)C, predict the reaction product. The product is: [NH2:1][C:2]1[C:16]2[C:15](=[O:17])[C:14]([C:18]([OH:20])=[O:19])=[CH:13][N:7]3[C@@H:8]([CH2:11][F:12])[CH2:9][O:10][C:5]([C:6]=23)=[C:4]([NH:32][CH2:31][CH2:30][NH:29][C:24]2[CH:25]=[CH:26][CH:27]=[CH:28][N:23]=2)[C:3]=1[F:22]. (9) The product is: [CH2:1]([O:8][CH2:9][CH:10]1[CH2:12][NH:11]1)[C:2]1[CH:7]=[CH:6][CH:5]=[CH:4][CH:3]=1. Given the reactants [CH2:1]([O:8][CH2:9][CH:10]1[CH2:12][N:11]1C(C1C=CC=CC=1)(C1C=CC=CC=1)C1C=CC=CC=1)[C:2]1[CH:7]=[CH:6][CH:5]=[CH:4][CH:3]=1, predict the reaction product.